Dataset: Catalyst prediction with 721,799 reactions and 888 catalyst types from USPTO. Task: Predict which catalyst facilitates the given reaction. (1) Reactant: [Cl:1][C:2]1[C:3]2[CH:11]=[CH:10][NH:9][C:4]=2[N:5]=[C:6]([NH2:8])[N:7]=1.[F:12][C:13](S([O-])=O)([F:15])[F:14].[Na+].C(OO)(C)(C)C.C([O-])(O)=O.[Na+]. Product: [Cl:1][C:2]1[C:3]2[C:11]([C:13]([F:15])([F:14])[F:12])=[CH:10][NH:9][C:4]=2[N:5]=[C:6]([NH2:8])[N:7]=1. The catalyst class is: 232. (2) Reactant: C(OC([NH:8][C:9]1[C:49]([CH3:50])=[CH:48][C:12]([O:13][C:14]2[CH:15]=[CH:16][C:17]([NH:29][C:30](=O)[CH2:31][O:32][C:33]3[CH:38]=[CH:37][C:36]([CH2:39][CH:40]4[S:44][C:43](=[O:45])[NH:42][C:41]4=[O:46])=[CH:35][CH:34]=3)=[C:18]([N:20]([CH3:28])C(=O)OC(C)(C)C)[CH:19]=2)=[CH:11][C:10]=1[CH3:51])=O)(C)(C)C.Cl. Product: [NH2:8][C:9]1[C:49]([CH3:50])=[CH:48][C:12]([O:13][C:14]2[CH:15]=[CH:16][C:17]3[N:29]=[C:30]([CH2:31][O:32][C:33]4[CH:34]=[CH:35][C:36]([CH2:39][CH:40]5[S:44][C:43](=[O:45])[NH:42][C:41]5=[O:46])=[CH:37][CH:38]=4)[N:20]([CH3:28])[C:18]=3[CH:19]=2)=[CH:11][C:10]=1[CH3:51]. The catalyst class is: 12. (3) Reactant: [F:1][C:2]1[CH:9]=[CH:8][C:5]([CH:6]=O)=[CH:4][C:3]=1[O:10][C:11]1[CH:16]=[CH:15][CH:14]=[CH:13][CH:12]=1.Cl.[NH2:18][OH:19].C(N(CC)CC)C.Cl. Product: [F:1][C:2]1[CH:9]=[CH:8][C:5]([CH:6]=[N:18][OH:19])=[CH:4][C:3]=1[O:10][C:11]1[CH:16]=[CH:15][CH:14]=[CH:13][CH:12]=1. The catalyst class is: 8. (4) Reactant: CCCCCC.C([Li])CCC.Br[C:13]1[CH:14]=[C:15]([CH:35]=[C:36]([F:38])[CH:37]=1)[CH2:16][O:17][Si:18]([C:31]([CH3:34])([CH3:33])[CH3:32])([C:25]1[CH:30]=[CH:29][CH:28]=[CH:27][CH:26]=1)[C:19]1[CH:24]=[CH:23][CH:22]=[CH:21][CH:20]=1.[CH2:39]([O:46][C@@H:47]1[C@@H:53]([O:54][CH2:55][C:56]2[CH:61]=[CH:60][CH:59]=[CH:58][CH:57]=2)[C@H:52]([O:62][CH2:63][C:64]2[CH:69]=[CH:68][CH:67]=[CH:66][CH:65]=2)[C@@H:51]([CH2:70][O:71][CH2:72][C:73]2[CH:78]=[CH:77][CH:76]=[CH:75][CH:74]=2)[O:50][C:48]1=[O:49])[C:40]1[CH:45]=[CH:44][CH:43]=[CH:42][CH:41]=1.Cl.S([O-])([O-])(=O)=O.[Mg+2]. Product: [CH2:39]([O:46][C@@H:47]1[C@@H:53]([O:54][CH2:55][C:56]2[CH:61]=[CH:60][CH:59]=[CH:58][CH:57]=2)[C@H:52]([O:62][CH2:63][C:64]2[CH:65]=[CH:66][CH:67]=[CH:68][CH:69]=2)[C@@H:51]([CH2:70][O:71][CH2:72][C:73]2[CH:74]=[CH:75][CH:76]=[CH:77][CH:78]=2)[O:50][C:48]1([C:13]1[CH:37]=[C:36]([F:38])[CH:35]=[C:15]([CH2:16][O:17][Si:18]([C:31]([CH3:32])([CH3:33])[CH3:34])([C:19]2[CH:20]=[CH:21][CH:22]=[CH:23][CH:24]=2)[C:25]2[CH:30]=[CH:29][CH:28]=[CH:27][CH:26]=2)[CH:14]=1)[OH:49])[C:40]1[CH:41]=[CH:42][CH:43]=[CH:44][CH:45]=1. The catalyst class is: 7. (5) Reactant: [NH:1]1[CH2:6][CH2:5][CH2:4][CH2:3][CH:2]1[CH2:7][C:8]1[N:9]([CH2:17][O:18][CH2:19][CH2:20][Si:21]([CH3:24])([CH3:23])[CH3:22])[C:10]2[C:15]([CH:16]=1)=[CH:14][CH:13]=[CH:12][CH:11]=2.[F:25][C:26]1[CH:31]=[CH:30][C:29]([C:32]2[S:36][C:35]([CH3:37])=[N:34][C:33]=2[C:38](Cl)=[O:39])=[CH:28][CH:27]=1.[F-].C([N+](CCCC)(CCCC)CCCC)CCC.O. Product: [F:25][C:26]1[CH:27]=[CH:28][C:29]([C:32]2[S:36][C:35]([CH3:37])=[N:34][C:33]=2[C:38]([N:1]2[CH2:6][CH2:5][CH2:4][CH2:3][CH:2]2[CH2:7][C:8]2[N:9]([CH2:17][O:18][CH2:19][CH2:20][Si:21]([CH3:23])([CH3:22])[CH3:24])[C:10]3[C:15]([CH:16]=2)=[CH:14][CH:13]=[CH:12][CH:11]=3)=[O:39])=[CH:30][CH:31]=1.[F:25][C:26]1[CH:27]=[CH:28][C:29]([C:32]2[S:36][C:35]([CH3:37])=[N:34][C:33]=2[C:38]([N:1]2[CH2:6][CH2:5][CH2:4][CH2:3][CH:2]2[CH2:7][C:8]2[NH:9][C:10]3[C:15]([CH:16]=2)=[CH:14][CH:13]=[CH:12][CH:11]=3)=[O:39])=[CH:30][CH:31]=1. The catalyst class is: 1. (6) Reactant: [CH:1]1[C:10]2[C:5](=[CH:6][CH:7]=[CH:8][CH:9]=2)[CH:4]=[CH:3][C:2]=1[C:11]1[CH:16]=[CH:15][N:14]=[C:13](C=O)[N:12]=1.[N:19]1([CH:26]=[O:27])[CH2:25][CH2:24][CH2:23][NH:22][CH2:21][CH2:20]1.C(O[BH-](OC(=O)C)OC(=O)C)(=O)C.[Na+]. Product: [CH:1]1[C:10]2[C:5](=[CH:6][CH:7]=[CH:8][CH:9]=2)[CH:4]=[CH:3][C:2]=1[C:11]1[CH:16]=[CH:15][N:14]=[C:13]([N:22]2[CH2:23][CH2:24][CH2:25][N:19]([CH:26]=[O:27])[CH2:20][CH2:21]2)[N:12]=1. The catalyst class is: 2. (7) Reactant: [Cl:1][C:2]1[CH:3]=[C:4](B(O)O)[CH:5]=[N:6][CH:7]=1.FC(F)(F)S(O[C:17]1[C@@:21]2([CH3:42])[CH2:22][CH2:23][C@H:24]3[C@H:33]([C@@H:20]2[CH2:19][CH:18]=1)[CH2:32][CH:31]=[C:30]1[C@:25]3([CH3:41])[CH2:26][CH2:27][C:28](=[O:40])[N:29]1[CH2:34][C:35]([N:37]([CH3:39])[CH3:38])=[O:36])(=O)=O.O. Product: [Cl:1][C:2]1[CH:3]=[C:4]([C:17]2[C@@:21]3([CH3:42])[CH2:22][CH2:23][C@H:24]4[C@H:33]([C@@H:20]3[CH2:19][CH:18]=2)[CH2:32][CH:31]=[C:30]2[C@:25]4([CH3:41])[CH2:26][CH2:27][C:28](=[O:40])[N:29]2[CH2:34][C:35]([N:37]([CH3:38])[CH3:39])=[O:36])[CH:5]=[N:6][CH:7]=1. The catalyst class is: 184. (8) Reactant: C([O:3][C:4](=[O:24])[CH2:5][N:6]1[CH:11]=[CH:10][N:9]=[C:8]([NH:12][CH2:13][C:14]([F:22])([F:21])[C:15]2[CH:20]=[CH:19][CH:18]=[CH:17][N:16]=2)[C:7]1=[O:23])C.[OH-].[Li+].Cl. Product: [F:22][C:14]([F:21])([C:15]1[CH:20]=[CH:19][CH:18]=[CH:17][N:16]=1)[CH2:13][NH:12][C:8]1[C:7](=[O:23])[N:6]([CH2:5][C:4]([OH:24])=[O:3])[CH:11]=[CH:10][N:9]=1. The catalyst class is: 275.